Dataset: Full USPTO retrosynthesis dataset with 1.9M reactions from patents (1976-2016). Task: Predict the reactants needed to synthesize the given product. Given the product [CH2:15]([CH:10]1[CH:11]([OH:14])[CH2:12][CH2:13][NH:8][CH2:9]1)[CH2:16][CH2:17][CH3:18], predict the reactants needed to synthesize it. The reactants are: C([N:8]1[CH2:13][CH2:12][CH:11]([OH:14])[CH:10]([CH2:15][CH2:16][CH2:17][CH3:18])[CH2:9]1)C1C=CC=CC=1.